From a dataset of Peptide-MHC class I binding affinity with 185,985 pairs from IEDB/IMGT. Regression. Given a peptide amino acid sequence and an MHC pseudo amino acid sequence, predict their binding affinity value. This is MHC class I binding data. (1) The peptide sequence is ISNNHIISK. The MHC is HLA-A80:01 with pseudo-sequence HLA-A80:01. The binding affinity (normalized) is 0.0847. (2) The peptide sequence is ILVGYMSNL. The MHC is HLA-A02:01 with pseudo-sequence HLA-A02:01. The binding affinity (normalized) is 0.670. (3) The peptide sequence is TLGVYDYLV. The MHC is HLA-A68:02 with pseudo-sequence HLA-A68:02. The binding affinity (normalized) is 0.533. (4) The peptide sequence is FNNTKFDYY. The MHC is HLA-A30:02 with pseudo-sequence HLA-A30:02. The binding affinity (normalized) is 0.326. (5) The peptide sequence is KFFPSSSYR. The MHC is HLA-A24:02 with pseudo-sequence HLA-A24:02. The binding affinity (normalized) is 0.0847. (6) The peptide sequence is LYRKLKREITF. The MHC is HLA-A26:01 with pseudo-sequence HLA-A26:01. The binding affinity (normalized) is 0. (7) The peptide sequence is APRARTAAF. The MHC is HLA-A02:06 with pseudo-sequence HLA-A02:06. The binding affinity (normalized) is 0.0847. (8) The binding affinity (normalized) is 0. The peptide sequence is LSHVKFNFGD. The MHC is H-2-Db with pseudo-sequence H-2-Db. (9) The peptide sequence is WLTPFEKEFT. The MHC is HLA-A02:03 with pseudo-sequence HLA-A02:03. The binding affinity (normalized) is 0.321. (10) The peptide sequence is GMLECGFPT. The MHC is HLA-A02:03 with pseudo-sequence HLA-A02:03. The binding affinity (normalized) is 0.521.